From a dataset of NCI-60 drug combinations with 297,098 pairs across 59 cell lines. Regression. Given two drug SMILES strings and cell line genomic features, predict the synergy score measuring deviation from expected non-interaction effect. (1) Drug 1: CN(C)C1=NC(=NC(=N1)N(C)C)N(C)C. Drug 2: CC1=C(C(=CC=C1)Cl)NC(=O)C2=CN=C(S2)NC3=CC(=NC(=N3)C)N4CCN(CC4)CCO. Cell line: M14. Synergy scores: CSS=-25.6, Synergy_ZIP=8.83, Synergy_Bliss=3.73, Synergy_Loewe=-12.8, Synergy_HSA=-12.0. (2) Drug 1: C1=NC(=NC(=O)N1C2C(C(C(O2)CO)O)O)N. Drug 2: C1CN1C2=NC(=NC(=N2)N3CC3)N4CC4. Cell line: SN12C. Synergy scores: CSS=51.0, Synergy_ZIP=-2.22, Synergy_Bliss=-0.577, Synergy_Loewe=-0.128, Synergy_HSA=4.26. (3) Drug 1: CC1C(C(CC(O1)OC2CC(CC3=C2C(=C4C(=C3O)C(=O)C5=C(C4=O)C(=CC=C5)OC)O)(C(=O)CO)O)N)O.Cl. Drug 2: CC1=C(C(=O)C2=C(C1=O)N3CC4C(C3(C2COC(=O)N)OC)N4)N. Cell line: OVCAR-5. Synergy scores: CSS=36.6, Synergy_ZIP=2.90, Synergy_Bliss=2.57, Synergy_Loewe=-11.9, Synergy_HSA=2.63. (4) Drug 1: C1=NC2=C(N=C(N=C2N1C3C(C(C(O3)CO)O)F)Cl)N. Drug 2: C1CCC(C(C1)N)N.C(=O)(C(=O)[O-])[O-].[Pt+4]. Cell line: HCC-2998. Synergy scores: CSS=60.5, Synergy_ZIP=-6.06, Synergy_Bliss=-7.60, Synergy_Loewe=-1.38, Synergy_HSA=-0.291. (5) Drug 1: CC1=CC=C(C=C1)C2=CC(=NN2C3=CC=C(C=C3)S(=O)(=O)N)C(F)(F)F. Drug 2: C1CN(P(=O)(OC1)NCCCl)CCCl. Cell line: CCRF-CEM. Synergy scores: CSS=-0.964, Synergy_ZIP=0.487, Synergy_Bliss=0.387, Synergy_Loewe=-4.96, Synergy_HSA=-4.39.